This data is from Reaction yield outcomes from USPTO patents with 853,638 reactions. The task is: Predict the reaction yield, written as a fraction of the theoretical maximum amount of product (1.0 means a 100% yield; for example, 0.34 means a 34% yield). (1) The reactants are Cl.Cl[C:3]1[CH:8]=[CH:7][N:6]=[C:5]([C:9]([O:11][CH3:12])=[O:10])[CH:4]=1.[CH3:13][OH:14]. No catalyst specified. The product is [CH3:13][O:14][C:3]1[CH:8]=[CH:7][N:6]=[C:5]([C:9]([O:11][CH3:12])=[O:10])[CH:4]=1. The yield is 1.00. (2) The reactants are C(NC1C=CC(C2C=C3C(CN([C@@H](C(C)C)C(O)=O)C3=O)=CC=2)=CC=1)(=O)C1C=CC=CC=1.[CH3:33][CH:34]([CH3:69])[C@H:35]([N:40]1[CH2:48][C:47]2[C:42](=[CH:43][C:44]([C:49]3[CH:54]=[CH:53][C:52]([NH:55][C:56](=[O:67])[C:57]4[CH:62]=[CH:61][CH:60]=[CH:59][C:58]=4[C:63]([F:66])([F:65])[F:64])=[CH:51][CH:50]=3)=[CH:45][CH:46]=2)[C:41]1=[O:68])[C:36]([O:38]C)=[O:37]. No catalyst specified. The product is [CH3:33][CH:34]([CH3:69])[C@H:35]([N:40]1[CH2:48][C:47]2[C:42](=[CH:43][C:44]([C:49]3[CH:50]=[CH:51][C:52]([NH:55][C:56](=[O:67])[C:57]4[CH:62]=[CH:61][CH:60]=[CH:59][C:58]=4[C:63]([F:66])([F:64])[F:65])=[CH:53][CH:54]=3)=[CH:45][CH:46]=2)[C:41]1=[O:68])[C:36]([OH:38])=[O:37]. The yield is 0.810. (3) The reactants are [Br:1][C:2]1[CH:7]=[CH:6][C:5]([NH2:8])=[CH:4][C:3]=1[O:9][C:10]([F:13])([F:12])[F:11].[Cl:14]N1C(=O)CCC1=O. The catalyst is C(#N)C. The product is [Br:1][C:2]1[C:3]([O:9][C:10]([F:12])([F:11])[F:13])=[CH:4][C:5]([NH2:8])=[C:6]([Cl:14])[CH:7]=1. The yield is 0.640. (4) The reactants are [F:1][C:2]1[CH:7]=[CH:6][C:5]([CH2:8][C:9]2[CH:18]=[C:17]3[C:12]([C:13]([OH:26])=[C:14]([C:21]([O:23]CC)=O)[C:15](=[O:20])[N:16]3[CH3:19])=[N:11][CH:10]=2)=[CH:4][CH:3]=1.[NH2:27][CH2:28][CH2:29][N:30]([CH3:35])[S:31]([CH3:34])(=[O:33])=[O:32]. No catalyst specified. The product is [F:1][C:2]1[CH:7]=[CH:6][C:5]([CH2:8][C:9]2[CH:18]=[C:17]3[C:12]([C:13]([OH:26])=[C:14]([C:21]([NH:27][CH2:28][CH2:29][N:30]([CH3:35])[S:31]([CH3:34])(=[O:33])=[O:32])=[O:23])[C:15](=[O:20])[N:16]3[CH3:19])=[N:11][CH:10]=2)=[CH:4][CH:3]=1. The yield is 0.960. (5) The reactants are [CH3:1][C:2]1[N:3]=[CH:4][S:5][CH:6]=1.I[C:8]1[CH:13]=[CH:12][C:11]([S:14]([NH:17][CH2:18][CH2:19][C:20]([F:23])([F:22])[F:21])(=[O:16])=[O:15])=[CH:10][CH:9]=1.[CH3:24]N(C=O)C.C(O[CH2:33][CH3:34])(=O)C. The catalyst is [NH4+].[Cl-].C([O-])(=O)C.[Pd+2].C([O-])(=O)C.[Cu](I)I. The product is [S:5]1[C:6]2[CH:24]=[CH:33][CH:34]=[CH:1][C:2]=2[N:3]=[C:4]1[C:8]1[CH:13]=[CH:12][C:11]([S:14]([NH:17][CH2:18][CH2:19][C:20]([F:23])([F:22])[F:21])(=[O:16])=[O:15])=[CH:10][CH:9]=1. The yield is 0.200. (6) The reactants are C(=O)([O-])[O-].[K+].[K+].[I-].[K+].[Cl:9][CH:10]=[CH:11][CH2:12]Cl.[C:14]1([C@H:24]([NH2:26])[CH3:25])[C:23]2[C:18](=[CH:19][CH:20]=[CH:21][CH:22]=2)[CH:17]=[CH:16][CH:15]=1. The catalyst is C(O)(C)C. The product is [Cl:9][CH:10]=[CH:11][CH2:12][NH:26][C@@H:24]([C:14]1[C:23]2[C:18](=[CH:19][CH:20]=[CH:21][CH:22]=2)[CH:17]=[CH:16][CH:15]=1)[CH3:25]. The yield is 0.517. (7) The reactants are Cl[C:2]1[N:7]=[C:6]([S:8][CH3:9])[N:5]=[C:4]([N:10]2[C:14]3[CH:15]=[CH:16][CH:17]=[C:18]([O:19][CH3:20])[C:13]=3[N:12]=[C:11]2[CH:21]([F:23])[F:22])[CH:3]=1.[NH:24]1[CH2:29][CH2:28][O:27][CH2:26][CH2:25]1. The catalyst is C1COCC1.O. The product is [F:22][CH:21]([F:23])[C:11]1[N:10]([C:4]2[CH:3]=[C:2]([N:24]3[CH2:29][CH2:28][O:27][CH2:26][CH2:25]3)[N:7]=[C:6]([S:8][CH3:9])[N:5]=2)[C:14]2[CH:15]=[CH:16][CH:17]=[C:18]([O:19][CH3:20])[C:13]=2[N:12]=1. The yield is 0.940. (8) The reactants are [CH:1]1([CH:7]=[O:8])[CH2:6][CH2:5][CH2:4][CH2:3][CH2:2]1.[CH3:9]C(C)([O-])C.[K+].CI. The catalyst is C(Cl)Cl.[Cl-].[Na+].O. The product is [CH3:9][C:1]1([CH:7]=[O:8])[CH2:6][CH2:5][CH2:4][CH2:3][CH2:2]1. The yield is 0.830.